Dataset: Catalyst prediction with 721,799 reactions and 888 catalyst types from USPTO. Task: Predict which catalyst facilitates the given reaction. Reactant: [N:1]1[CH:6]=[CH:5][CH:4]=[CH:3][C:2]=1[O:7][C:8]1[CH:16]=[CH:15][C:11]([C:12](O)=[O:13])=[CH:10][CH:9]=1.Cl. Product: [OH:13][CH2:12][C:11]1[CH:15]=[CH:16][C:8]([O:7][C:2]2[CH:3]=[CH:4][CH:5]=[CH:6][N:1]=2)=[CH:9][CH:10]=1. The catalyst class is: 7.